This data is from Forward reaction prediction with 1.9M reactions from USPTO patents (1976-2016). The task is: Predict the product of the given reaction. Given the reactants [CH2:1]([NH:3][C:4]1[C:13]([CH3:14])=[CH:12][C:11]2[C:6](=[CH:7][CH:8]=[C:9]([N+:15]([O-])=O)[CH:10]=2)[N:5]=1)[CH3:2], predict the reaction product. The product is: [CH2:1]([NH:3][C:4]1[C:13]([CH3:14])=[CH:12][C:11]2[C:6](=[CH:7][CH:8]=[C:9]([NH2:15])[CH:10]=2)[N:5]=1)[CH3:2].